From a dataset of Forward reaction prediction with 1.9M reactions from USPTO patents (1976-2016). Predict the product of the given reaction. (1) Given the reactants [F:1][C:2]1[CH:34]=[CH:33][C:5]2[N:6]=[C:7]([C@@H:15]([NH:17][C:18]3[N:26]=[CH:25][N:24]=[C:23]4[C:19]=3[N:20]=[CH:21][N:22]4C3CCCC[O:28]3)[CH3:16])[N:8]([C:9]3[CH:14]=[CH:13][CH:12]=[CH:11][CH:10]=3)[C:4]=2[C:3]=1[C:35]([OH:37])=O.[CH3:38][N:39](C(ON1N=NC2C=CC=NC1=2)=[N+](C)C)[CH3:40].F[P-](F)(F)(F)(F)F.CNC.CCN(C(C)C)C(C)C, predict the reaction product. The product is: [NH4+:6].[OH-:28].[CH3:38][N:39]([CH3:40])[C:35]([C:3]1[C:4]2[N:8]([C:9]3[CH:10]=[CH:11][CH:12]=[CH:13][CH:14]=3)[C:7]([CH:15]([NH:17][C:18]3[N:26]=[CH:25][N:24]=[C:23]4[C:19]=3[N:20]=[CH:21][NH:22]4)[CH3:16])=[N:6][C:5]=2[CH:33]=[CH:34][C:2]=1[F:1])=[O:37]. (2) Given the reactants [CH3:1][O:2][C:3]([C:5]1[N:6]([C:27]2[CH:32]=[CH:31][CH:30]=[CH:29][CH:28]=2)[C:7]2[C:12]([C:13](=[O:25])[C:14]=1[CH2:15][C:16]1[CH:17]=[N:18][C:19]([C:22](O)=[O:23])=[CH:20][CH:21]=1)=[CH:11][CH:10]=[C:9]([CH3:26])[N:8]=2)=[O:4].F[P-](F)(F)(F)(F)F.N1(O[P+](N(C)C)(N(C)C)[N:51]([CH3:53])[CH3:52])C2C=CC=CC=2N=N1.CC(N(C)C)=O.CCN(C(C)C)C(C)C, predict the reaction product. The product is: [CH3:1][O:2][C:3]([C:5]1[N:6]([C:27]2[CH:28]=[CH:29][CH:30]=[CH:31][CH:32]=2)[C:7]2[C:12]([C:13](=[O:25])[C:14]=1[CH2:15][C:16]1[CH:17]=[N:18][C:19]([C:22](=[O:23])[N:51]([CH3:53])[CH3:52])=[CH:20][CH:21]=1)=[CH:11][CH:10]=[C:9]([CH3:26])[N:8]=2)=[O:4]. (3) Given the reactants [CH3:1][C:2]1[CH:3]=[N:4][CH:5]=[CH:6][CH:7]=1.[F:8][C:9]([F:20])([F:19])[S:10]([O:13][CH2:14][C:15]([F:18])([F:17])[F:16])(=[O:12])=[O:11], predict the reaction product. The product is: [F:8][C:9]([F:20])([F:19])[S:10]([O-:13])(=[O:12])=[O:11].[F:16][C:15]([F:18])([F:17])[CH2:14][N+:4]1[CH:5]=[CH:6][CH:7]=[C:2]([CH3:1])[CH:3]=1. (4) Given the reactants [F:1][C:2]1[CH:3]=[C:4]([C:9]2[C:10]([C:19](OC)=[O:20])=[CH:11][CH:12]=[C:13]3[C:18]=2[N:17]=[CH:16][CH:15]=[CH:14]3)[CH:5]=[C:6]([F:8])[CH:7]=1.[H-].[Al+3].[Li+].[H-].[H-].[H-].C(OCC)C.[OH-].[Na+].C([O-])([O-])=O.[K+].[K+], predict the reaction product. The product is: [F:8][C:6]1[CH:5]=[C:4]([C:9]2[C:10]([CH2:19][OH:20])=[CH:11][CH:12]=[C:13]3[C:18]=2[N:17]=[CH:16][CH:15]=[CH:14]3)[CH:3]=[C:2]([F:1])[CH:7]=1. (5) Given the reactants [OH:1][C:2]1[CH:7]=[C:6]([O:8][CH3:9])[CH:5]=[CH:4][C:3]=1[C:10]([C:12]1[CH:17]=[CH:16][C:15]([O:18][CH2:19][C:20]2[N:21]=[C:22]([C:26]3[CH:31]=[CH:30][CH:29]=[CH:28][CH:27]=3)[O:23][C:24]=2[CH3:25])=[CH:14][CH:13]=1)=[O:11].Br[CH:33]([CH2:38][CH3:39])[C:34]([O:36]C)=[O:35].C(=O)([O-])[O-].[K+].[K+].CN(C)C=O, predict the reaction product. The product is: [CH3:9][O:8][C:6]1[CH:5]=[CH:4][C:3]([C:10](=[O:11])[C:12]2[CH:13]=[CH:14][C:15]([O:18][CH2:19][C:20]3[N:21]=[C:22]([C:26]4[CH:27]=[CH:28][CH:29]=[CH:30][CH:31]=4)[O:23][C:24]=3[CH3:25])=[CH:16][CH:17]=2)=[C:2]([CH:7]=1)[O:1][CH:33]([CH2:38][CH3:39])[C:34]([OH:36])=[O:35].